From a dataset of Forward reaction prediction with 1.9M reactions from USPTO patents (1976-2016). Predict the product of the given reaction. The product is: [F:21][C:15]1[CH:16]=[CH:17][CH:18]=[C:19]([F:20])[C:14]=1[C:12]1[S:13][C:9]([NH:8][C:6](=[O:7])[O:5][C:1]([CH3:3])([CH3:4])[CH3:2])=[C:10]([C:22](=[O:23])[NH:58][C:59]2[CH:60]=[N:61][N:62]([CH3:79])[C:63]=2[N:64]2[CH2:65][CH2:66][CH:67]([NH:72][C:73](=[O:78])[C:74]([F:75])([F:76])[F:77])[CH:68]([F:71])[CH2:69][CH2:70]2)[N:11]=1. Given the reactants [C:1]([O:5][C:6]([NH:8][C:9]1[S:13][C:12]([C:14]2[C:19]([F:20])=[CH:18][CH:17]=[CH:16][C:15]=2[F:21])=[N:11][C:10]=1[C:22](O)=[O:23])=[O:7])([CH3:4])([CH3:3])[CH3:2].C1CN([P+](ON2N=NC3C=CC=CC2=3)(N2CCCC2)N2CCCC2)CC1.F[P-](F)(F)(F)(F)F.[NH2:58][C:59]1[CH:60]=[N:61][N:62]([CH3:79])[C:63]=1[N:64]1[CH2:70][CH2:69][CH:68]([F:71])[CH:67]([NH:72][C:73](=[O:78])[C:74]([F:77])([F:76])[F:75])[CH2:66][CH2:65]1.CCN(C(C)C)C(C)C, predict the reaction product.